Task: Regression. Given two drug SMILES strings and cell line genomic features, predict the synergy score measuring deviation from expected non-interaction effect.. Dataset: NCI-60 drug combinations with 297,098 pairs across 59 cell lines (1) Drug 1: CC(C1=C(C=CC(=C1Cl)F)Cl)OC2=C(N=CC(=C2)C3=CN(N=C3)C4CCNCC4)N. Drug 2: C(CN)CNCCSP(=O)(O)O. Cell line: SN12C. Synergy scores: CSS=8.98, Synergy_ZIP=-0.846, Synergy_Bliss=1.16, Synergy_Loewe=-17.5, Synergy_HSA=0.0301. (2) Drug 1: CC1=C(C(=O)C2=C(C1=O)N3CC4C(C3(C2COC(=O)N)OC)N4)N. Drug 2: CCC1(C2=C(COC1=O)C(=O)N3CC4=CC5=C(C=CC(=C5CN(C)C)O)N=C4C3=C2)O.Cl. Cell line: A498. Synergy scores: CSS=-4.92, Synergy_ZIP=-4.88, Synergy_Bliss=-12.4, Synergy_Loewe=-19.8, Synergy_HSA=-15.6. (3) Drug 1: CNC(=O)C1=CC=CC=C1SC2=CC3=C(C=C2)C(=NN3)C=CC4=CC=CC=N4. Drug 2: C1CN1P(=S)(N2CC2)N3CC3. Cell line: SN12C. Synergy scores: CSS=14.5, Synergy_ZIP=-6.28, Synergy_Bliss=-3.27, Synergy_Loewe=-4.25, Synergy_HSA=-1.97. (4) Drug 1: C1=CC(=CC=C1CCCC(=O)O)N(CCCl)CCCl. Drug 2: CC1=C2C(C(=O)C3(C(CC4C(C3C(C(C2(C)C)(CC1OC(=O)C(C(C5=CC=CC=C5)NC(=O)OC(C)(C)C)O)O)OC(=O)C6=CC=CC=C6)(CO4)OC(=O)C)O)C)O. Cell line: HT29. Synergy scores: CSS=39.2, Synergy_ZIP=-1.75, Synergy_Bliss=-0.549, Synergy_Loewe=-23.7, Synergy_HSA=-0.253. (5) Drug 1: C1CCN(CC1)CCOC2=CC=C(C=C2)C(=O)C3=C(SC4=C3C=CC(=C4)O)C5=CC=C(C=C5)O. Drug 2: CC12CCC3C(C1CCC2=O)CC(=C)C4=CC(=O)C=CC34C. Cell line: 786-0. Synergy scores: CSS=38.2, Synergy_ZIP=3.11, Synergy_Bliss=0.223, Synergy_Loewe=2.01, Synergy_HSA=1.60. (6) Drug 1: CN(C)N=NC1=C(NC=N1)C(=O)N. Drug 2: C1=NC2=C(N1)C(=S)N=CN2. Cell line: TK-10. Synergy scores: CSS=-6.62, Synergy_ZIP=-13.6, Synergy_Bliss=-32.6, Synergy_Loewe=-64.4, Synergy_HSA=-33.5. (7) Drug 1: CN(C)C1=NC(=NC(=N1)N(C)C)N(C)C. Drug 2: CN(CCCl)CCCl.Cl. Cell line: NCI-H522. Synergy scores: CSS=1.76, Synergy_ZIP=-4.69, Synergy_Bliss=-3.75, Synergy_Loewe=-22.9, Synergy_HSA=-6.96. (8) Drug 1: C1C(C(OC1N2C=C(C(=O)NC2=O)F)CO)O. Drug 2: CC(C)(C#N)C1=CC(=CC(=C1)CN2C=NC=N2)C(C)(C)C#N. Cell line: SNB-75. Synergy scores: CSS=20.9, Synergy_ZIP=-9.15, Synergy_Bliss=-0.893, Synergy_Loewe=-11.4, Synergy_HSA=-0.937. (9) Drug 1: CC1=C2C(C(=O)C3(C(CC4C(C3C(C(C2(C)C)(CC1OC(=O)C(C(C5=CC=CC=C5)NC(=O)OC(C)(C)C)O)O)OC(=O)C6=CC=CC=C6)(CO4)OC(=O)C)O)C)O. Drug 2: CC=C1C(=O)NC(C(=O)OC2CC(=O)NC(C(=O)NC(CSSCCC=C2)C(=O)N1)C(C)C)C(C)C. Cell line: SW-620. Synergy scores: CSS=11.4, Synergy_ZIP=1.40, Synergy_Bliss=1.42, Synergy_Loewe=-27.5, Synergy_HSA=0.458.